From a dataset of Forward reaction prediction with 1.9M reactions from USPTO patents (1976-2016). Predict the product of the given reaction. (1) Given the reactants Br[C:2]1[CH:23]=[C:22]([C:24]([F:27])([F:26])[F:25])[CH:21]=[CH:20][C:3]=1[CH2:4][NH:5][C:6]1[CH:11]=[CH:10][C:9]([C:12]2[CH:17]=[CH:16][C:15]([Cl:18])=[CH:14][C:13]=2[Cl:19])=[CH:8][CH:7]=1.CC1(C)C(C)(C)OB([C:36]2[CH:37]=[CH:38][C:39]([C:42]([NH:44][CH2:45][CH2:46][C:47]([O:49][CH2:50][CH3:51])=[O:48])=[O:43])=[N:40][CH:41]=2)O1.C([O-])([O-])=O.[K+].[K+].O, predict the reaction product. The product is: [Cl:19][C:13]1[CH:14]=[C:15]([Cl:18])[CH:16]=[CH:17][C:12]=1[C:9]1[CH:10]=[CH:11][C:6]([NH:5][CH2:4][C:3]2[CH:20]=[CH:21][C:22]([C:24]([F:27])([F:26])[F:25])=[CH:23][C:2]=2[C:36]2[CH:37]=[CH:38][C:39]([C:42]([NH:44][CH2:45][CH2:46][C:47]([O:49][CH2:50][CH3:51])=[O:48])=[O:43])=[N:40][CH:41]=2)=[CH:7][CH:8]=1. (2) Given the reactants [Br:1][C:2]1[CH:3]=[C:4]2[C:11]3([C:15](=[O:16])[NH:14][C:13](=[S:17])[NH:12]3)[CH2:10][CH:9]([C:18]3[CH:23]=[CH:22][CH:21]=[CH:20][CH:19]=3)[O:8][C:5]2=[CH:6][CH:7]=1.C([O-])([O-])=O.[K+].[K+].[CH2:30](I)[CH3:31].[CH3:33][C:34]#N, predict the reaction product. The product is: [Br:1][C:2]1[CH:3]=[C:4]2[C:11]3([C:15](=[O:16])[N:14]([CH2:33][CH3:34])[C:13]([S:17][CH2:30][CH3:31])=[N:12]3)[CH2:10][CH:9]([C:18]3[CH:19]=[CH:20][CH:21]=[CH:22][CH:23]=3)[O:8][C:5]2=[CH:6][CH:7]=1.